Dataset: Forward reaction prediction with 1.9M reactions from USPTO patents (1976-2016). Task: Predict the product of the given reaction. The product is: [F:12][C:13]1[CH:14]=[C:15]([CH:16]=[C:9]([C:6]2[CH:7]=[CH:8][N:3]=[CH:4][CH:5]=2)[C:10]#[N:11])[CH:18]=[CH:19][CH:20]=1. Given the reactants [Na].Cl.[N:3]1[CH:8]=[CH:7][C:6]([CH2:9][C:10]#[N:11])=[CH:5][CH:4]=1.[F:12][C:13]1[CH:14]=[C:15]([CH:18]=[CH:19][CH:20]=1)[CH:16]=O, predict the reaction product.